Dataset: Forward reaction prediction with 1.9M reactions from USPTO patents (1976-2016). Task: Predict the product of the given reaction. (1) The product is: [C:1]([C:3]1[CH:4]=[C:5]([CH:6]=[CH:7][CH:8]=1)[NH2:9])#[CH:2]. Given the reactants [C:1]([C:3]1[CH:4]=[C:5]([NH:9]C(NC2C=C3C(=CC=2)N(CCC)NC3=O)=O)[CH:6]=[CH:7][CH:8]=1)#[CH:2].C(N1C2C(=CC([N+]([O-])=O)=CC=2)C(=O)N1)C=C, predict the reaction product. (2) Given the reactants Br[C:2]1[N:3]([CH2:9][O:10][CH2:11][CH2:12][Si:13]([CH3:16])([CH3:15])[CH3:14])[C:4]([Cl:8])=[C:5]([Cl:7])[N:6]=1.[F:17][C:18]([F:32])([F:31])[C:19]1[C:20]([N:25]2[CH2:30][CH2:29][NH:28][CH2:27][CH2:26]2)=[N:21][CH:22]=[CH:23][CH:24]=1, predict the reaction product. The product is: [Cl:7][C:5]1[N:6]=[C:2]([N:28]2[CH2:29][CH2:30][N:25]([C:20]3[C:19]([C:18]([F:32])([F:17])[F:31])=[CH:24][CH:23]=[CH:22][N:21]=3)[CH2:26][CH2:27]2)[N:3]([CH2:9][O:10][CH2:11][CH2:12][Si:13]([CH3:16])([CH3:15])[CH3:14])[C:4]=1[Cl:8]. (3) Given the reactants [NH2:1][C:2](=[O:34])[CH:3]([CH2:10][C:11]1[CH:16]=[CH:15][C:14]([NH:17][C:18]2[C:19]3[CH2:33][CH2:32][CH2:31][C:20]=3[N:21]=[C:22]([C:24]3[CH:29]=[CH:28][CH:27]=[C:26]([Cl:30])[CH:25]=3)[N:23]=2)=[CH:13][CH:12]=1)[C:4](OC(C)C)=[O:5].[H-].[Al+3].[Li+].[H-].[H-].[H-], predict the reaction product. The product is: [Cl:30][C:26]1[CH:25]=[C:24]([C:22]2[N:23]=[C:18]([NH:17][C:14]3[CH:13]=[CH:12][C:11]([CH2:10][CH:3]([CH2:4][OH:5])[C:2]([NH2:1])=[O:34])=[CH:16][CH:15]=3)[C:19]3[CH2:33][CH2:32][CH2:31][C:20]=3[N:21]=2)[CH:29]=[CH:28][CH:27]=1.